This data is from Reaction yield outcomes from USPTO patents with 853,638 reactions. The task is: Predict the reaction yield, written as a fraction of the theoretical maximum amount of product (1.0 means a 100% yield; for example, 0.34 means a 34% yield). (1) The reactants are [Br:1][C:2]1[CH:3]=[CH:4][C:5]([OH:11])=[C:6]([C:8](=[O:10])[CH3:9])[CH:7]=1.[CH:12](=O)[C:13]1[CH:18]=[CH:17][CH:16]=[CH:15][CH:14]=1. The catalyst is C(O)C.O. The product is [Br:1][C:2]1[CH:7]=[C:6]2[C:5](=[CH:4][CH:3]=1)[O:11][CH:12]([C:13]1[CH:18]=[CH:17][CH:16]=[CH:15][CH:14]=1)[CH2:9][C:8]2=[O:10]. The yield is 0.210. (2) The reactants are CS[C:3]1[C:4]2[NH:11][N:10]=[CH:9][C:5]=2[N:6]=[CH:7][N:8]=1.[Cl:12][C:13]1[CH:14]=[C:15]([CH:17]=[CH:18][C:19]=1[O:20][CH2:21][C:22]1[CH:27]=[CH:26][CH:25]=[C:24]([F:28])[CH:23]=1)[NH2:16].Cl.N1C=CC=CC=1. The catalyst is CN1CCCC1=O.C(OCC)(=O)C. The product is [Cl:12][C:13]1[CH:14]=[C:15]([NH:16][C:3]2[C:4]3[NH:11][N:10]=[CH:9][C:5]=3[N:6]=[CH:7][N:8]=2)[CH:17]=[CH:18][C:19]=1[O:20][CH2:21][C:22]1[CH:27]=[CH:26][CH:25]=[C:24]([F:28])[CH:23]=1. The yield is 0.610. (3) The reactants are Cl[CH2:2][C:3]1[CH:8]=[CH:7][CH:6]=[CH:5][C:4]=1[CH2:9][C:10]([OH:12])=[O:11].[NH:13]1[CH2:18][CH2:17][O:16][CH2:15][CH2:14]1. The catalyst is C1COCC1.C(OCC)(=O)C. The product is [O:16]1[CH2:17][CH2:18][N:13]([CH2:2][C:3]2[CH:8]=[CH:7][CH:6]=[CH:5][C:4]=2[CH2:9][C:10]([OH:12])=[O:11])[CH2:14][CH2:15]1. The yield is 0.870. (4) The reactants are [C:1]([O:5][C:6](=[O:26])[NH:7][C@H:8]([CH2:22][CH:23]([CH3:25])[CH3:24])[C:9]([NH:11][C:12]1[CH:17]=[CH:16][C:15]([Br:18])=[CH:14][C:13]=1[C:19](=O)[NH2:20])=[O:10])([CH3:4])([CH3:3])[CH3:2].O=P(Cl)(Cl)Cl. The catalyst is N1C=CC=CC=1. The product is [C:1]([O:5][C:6](=[O:26])[NH:7][C@H:8]([CH2:22][CH:23]([CH3:24])[CH3:25])[C:9]([NH:11][C:12]1[CH:17]=[CH:16][C:15]([Br:18])=[CH:14][C:13]=1[C:19]#[N:20])=[O:10])([CH3:4])([CH3:3])[CH3:2]. The yield is 0.670.